Dataset: Reaction yield outcomes from USPTO patents with 853,638 reactions. Task: Predict the reaction yield, written as a fraction of the theoretical maximum amount of product (1.0 means a 100% yield; for example, 0.34 means a 34% yield). (1) The reactants are Br[C:2]1[CH:11]=[CH:10][C:5]([C:6]([O:8][CH3:9])=[O:7])=[C:4]([O:12][CH3:13])[CH:3]=1.[Cl:14][C:15]1[CH:20]=[CH:19][C:18](B(O)O)=[CH:17][CH:16]=1.[O-]P([O-])([O-])=O.[K+].[K+].[K+]. The catalyst is O1CCOCC1.CO.C1C=CC(P(C2C=CC=CC=2)[C-]2C=CC=C2)=CC=1.C1C=CC(P(C2C=CC=CC=2)[C-]2C=CC=C2)=CC=1.Cl[Pd]Cl.[Fe+2]. The product is [CH3:9][O:8][C:6]([C:5]1[CH:10]=[CH:11][C:2]([C:18]2[CH:19]=[CH:20][C:15]([Cl:14])=[CH:16][CH:17]=2)=[CH:3][C:4]=1[O:12][CH3:13])=[O:7]. The yield is 0.780. (2) The reactants are [Cl:1][C:2]([Cl:33])([Cl:32])[CH2:3][O:4][C:5](=[O:31])[NH:6][C:7]1[CH:12]=[CH:11][C:10]([O:13][C:14]2[CH:19]=[CH:18][C:17]([C:20](=[O:29])[NH:21][C:22]3[CH:27]=[CH:26][C:25]([Br:28])=[CH:24][CH:23]=3)=[CH:16][C:15]=2[NH2:30])=[CH:9][CH:8]=1.C([C:36]1[C:37]([N:45]=[CH:46][N:47]([CH3:49])C)=[N:38][C:39]([CH:42]([CH3:44])[CH3:43])=[CH:40][CH:41]=1)#N. The catalyst is C(O)(=O)C. The product is [Cl:33][C:2]([Cl:1])([Cl:32])[CH2:3][O:4][C:5](=[O:31])[NH:6][C:7]1[CH:8]=[CH:9][C:10]([O:13][C:14]2[CH:19]=[CH:18][C:17]([C:20](=[O:29])[NH:21][C:22]3[CH:27]=[CH:26][C:25]([Br:28])=[CH:24][CH:23]=3)=[CH:16][C:15]=2[NH:30][C:49]2[C:36]3[CH:41]=[CH:40][C:39]([CH:42]([CH3:43])[CH3:44])=[N:38][C:37]=3[N:45]=[CH:46][N:47]=2)=[CH:11][CH:12]=1. The yield is 0.640. (3) The reactants are [CH2:1]([N:8]1[C:16]2[C:11](=[CH:12][C:13]([NH:17][C:18]3[C:23]([CH:24]=[CH2:25])=[CH:22][N:21]=[CH:20][N:19]=3)=[CH:14][CH:15]=2)[CH:10]=[N:9]1)[C:2]1[CH:7]=[CH:6][CH:5]=[CH:4][CH:3]=1.C(N1C2C(=C[C:38]([NH:42][C:43]3[C:48](I)=[CH:47]N=CN=3)=[CH:39]C=2)C=N1)C1C=CC=CC=1. No catalyst specified. The product is [CH2:1]([N:8]1[C:16]2[C:11](=[CH:12][C:13]([NH:17][C:18]3[C:23](/[CH:24]=[CH:25]/[C:48]4[CH:43]=[N:42][CH:38]=[CH:39][CH:47]=4)=[CH:22][N:21]=[CH:20][N:19]=3)=[CH:14][CH:15]=2)[CH:10]=[N:9]1)[C:2]1[CH:3]=[CH:4][CH:5]=[CH:6][CH:7]=1. The yield is 0.670. (4) The reactants are I[C:2]1[C:10]2[C:5](=[CH:6][C:7]([C@H:11]3[C@@:13]4([C:21]5[C:16](=[CH:17][CH:18]=[C:19]([O:22][CH3:23])[CH:20]=5)[NH:15][C:14]4=[O:24])[CH2:12]3)=[CH:8][CH:9]=2)[NH:4][N:3]=1.[CH3:25][N:26]1[CH2:31][CH2:30][N:29]([C:32]2[CH:37]=[CH:36][C:35](B3OC(C)(C)C(C)(C)O3)=[CH:34][CH:33]=2)[CH2:28][CH2:27]1.[Li+].[Cl-:48].C([O-])([O-])=O.[Na+].[Na+].[I-].Cl. The catalyst is O1CCOCC1.C1COCC1.C1C=CC([P]([Pd]([P](C2C=CC=CC=2)(C2C=CC=CC=2)C2C=CC=CC=2)([P](C2C=CC=CC=2)(C2C=CC=CC=2)C2C=CC=CC=2)[P](C2C=CC=CC=2)(C2C=CC=CC=2)C2C=CC=CC=2)(C2C=CC=CC=2)C2C=CC=CC=2)=CC=1. The product is [ClH:48].[CH3:23][O:22][C:19]1[CH:20]=[C:21]2[C:16](=[CH:17][CH:18]=1)[NH:15][C:14](=[O:24])[C@:13]12[CH2:12][C@H:11]1[C:7]1[CH:6]=[C:5]2[C:10]([C:2]([C:35]3[CH:34]=[CH:33][C:32]([N:29]4[CH2:30][CH2:31][N:26]([CH3:25])[CH2:27][CH2:28]4)=[CH:37][CH:36]=3)=[N:3][NH:4]2)=[CH:9][CH:8]=1. The yield is 0.420. (5) The reactants are [C:1]([O:5][C:6](=[O:16])[N:7]([CH2:12][CH2:13][CH2:14][OH:15])[CH2:8][CH:9]([CH3:11])[CH3:10])([CH3:4])([CH3:3])[CH3:2].C(N(CC)CC)C.[CH3:24][S:25](Cl)(=[O:27])=[O:26]. The catalyst is C(Cl)Cl. The product is [CH3:24][S:25]([O:15][CH2:14][CH2:13][CH2:12][N:7]([C:6]([O:5][C:1]([CH3:3])([CH3:2])[CH3:4])=[O:16])[CH2:8][CH:9]([CH3:11])[CH3:10])(=[O:27])=[O:26]. The yield is 0.640.